This data is from Reaction yield outcomes from USPTO patents with 853,638 reactions. The task is: Predict the reaction yield, written as a fraction of the theoretical maximum amount of product (1.0 means a 100% yield; for example, 0.34 means a 34% yield). The reactants are [NH2:1][C:2]1[C:10]([C:11]([F:14])([F:13])[F:12])=[CH:9][CH:8]=[CH:7][C:3]=1[C:4]([OH:6])=O.N1[CH:19]=[CH:18]N=C1.C(Cl)(=O)C.Cl.[NH2:25][CH:26]1[CH2:31][CH2:30][C:29](=[O:32])[NH:28][C:27]1=[O:33].P(OC1C=CC=CC=1)(OC1C=CC=CC=1)OC1C=CC=CC=1. The catalyst is C(#N)C.O. The product is [CH3:18][C:19]1[N:25]([CH:26]2[CH2:31][CH2:30][C:29](=[O:32])[NH:28][C:27]2=[O:33])[C:4](=[O:6])[C:3]2[C:2](=[C:10]([C:11]([F:14])([F:13])[F:12])[CH:9]=[CH:8][CH:7]=2)[N:1]=1. The yield is 0.100.